Dataset: Full USPTO retrosynthesis dataset with 1.9M reactions from patents (1976-2016). Task: Predict the reactants needed to synthesize the given product. (1) Given the product [CH2:24]([O:26][CH2:27][N:11]([C:7]1[CH:8]=[CH:9][CH:10]=[C:5]([O:4][C:3]2[CH:19]=[CH:20][C:21]([Cl:23])=[CH:22][C:2]=2[Cl:1])[CH:6]=1)[S:12]([C:15]([F:17])([F:18])[F:16])(=[O:13])=[O:14])[CH3:25], predict the reactants needed to synthesize it. The reactants are: [Cl:1][C:2]1[CH:22]=[C:21]([Cl:23])[CH:20]=[CH:19][C:3]=1[O:4][C:5]1[CH:6]=[C:7]([NH:11][S:12]([C:15]([F:18])([F:17])[F:16])(=[O:14])=[O:13])[CH:8]=[CH:9][CH:10]=1.[CH2:24]([O:26][CH2:27]Cl)[CH3:25].C(=O)([O-])[O-].[K+].[K+]. (2) Given the product [CH2:1]([N:9]1[CH:13]=[C:12]([C:14]2[C:22]3[C:17](=[N:18][CH:19]=[C:20]([C:23]4[CH:24]=[C:25]([NH:29][CH:30]5[CH2:35][CH2:34][NH:33][CH2:32][CH2:31]5)[CH:26]=[CH:27][CH:28]=4)[CH:21]=3)[NH:16][CH:15]=2)[CH:11]=[N:10]1)[CH2:2][C:3]1[CH:8]=[CH:7][CH:6]=[CH:5][CH:4]=1, predict the reactants needed to synthesize it. The reactants are: [CH2:1]([N:9]1[CH:13]=[C:12]([C:14]2[C:22]3[C:17](=[N:18][CH:19]=[C:20]([C:23]4[CH:24]=[C:25]([NH:29][CH:30]5[CH2:35][CH2:34][N:33](C(OC(C)(C)C)=O)[CH2:32][CH2:31]5)[CH:26]=[CH:27][CH:28]=4)[CH:21]=3)[NH:16][CH:15]=2)[CH:11]=[N:10]1)[CH2:2][C:3]1[CH:8]=[CH:7][CH:6]=[CH:5][CH:4]=1.